Dataset: Forward reaction prediction with 1.9M reactions from USPTO patents (1976-2016). Task: Predict the product of the given reaction. (1) Given the reactants [CH:1]1[C:13]2[NH:12][C:11]3[C:6](=[CH:7][CH:8]=[CH:9][CH:10]=3)[C:5]=2[CH:4]=[CH:3][C:2]=1[C:14]1[O:15][C:16]2[CH:22]=[CH:21][CH:20]=[CH:19][C:17]=2[N:18]=1.Br[C:24]1[CH:36]=[CH:35][C:34]2[C:33]3[C:28](=[CH:29][CH:30]=[CH:31][CH:32]=3)[N:27]([C:37]3[CH:42]=[CH:41][CH:40]=[CH:39][N:38]=3)[C:26]=2[CH:25]=1.CC(P(C(C)(C)C)C1C(C2C=CC=CC=2)=CC=CC=1)(C)C.CC([O-])(C)C.[Na+].COC1C=CC=C(OC)C=1C1C=CC=CC=1P(C1CCCCC1)C1CCCCC1, predict the reaction product. The product is: [N:38]1[CH:39]=[CH:40][CH:41]=[CH:42][C:37]=1[N:27]1[C:26]2[CH:25]=[C:24]([N:12]3[C:13]4[CH:1]=[C:2]([C:14]5[O:15][C:16]6[CH:22]=[CH:21][CH:20]=[CH:19][C:17]=6[N:18]=5)[CH:3]=[CH:4][C:5]=4[C:6]4[C:11]3=[CH:10][CH:9]=[CH:8][CH:7]=4)[CH:36]=[CH:35][C:34]=2[C:33]2[C:28]1=[CH:29][CH:30]=[CH:31][CH:32]=2. (2) Given the reactants C(C1C2OC(C)(C)CC=2C(C)=C(NC(=O)CC(C)(C)C)C=1C)=O.CC1C=CC=CC=1[Mg]Br.O[CH:34]([C:56]1[CH:61]=[CH:60][CH:59]=[CH:58][C:57]=1[CH3:62])[C:35]1[C:43]2[O:42][C:41]([CH3:45])([CH3:44])[CH2:40][C:39]=2[C:38]([CH3:46])=[C:37]([NH:47][C:48](=[O:54])[CH2:49][C:50]([CH3:53])([CH3:52])[CH3:51])[C:36]=1[CH3:55], predict the reaction product. The product is: [CH3:51][C:50]([CH3:53])([CH3:52])[CH2:49][C:48]([NH:47][C:37]1[C:36]([CH3:55])=[C:35]([CH2:34][C:56]2[CH:61]=[CH:60][CH:59]=[CH:58][C:57]=2[CH3:62])[C:43]2[O:42][C:41]([CH3:44])([CH3:45])[CH2:40][C:39]=2[C:38]=1[CH3:46])=[O:54]. (3) The product is: [C:16]1([CH3:21])[CH:15]=[CH:14][C:19]([O:20][CH2:2][CH2:3][CH2:4][CH2:5][CH2:6][CH2:7][CH2:8][CH2:9][CH2:10][CH2:11][CH2:12][OH:13])=[CH:18][CH:17]=1. Given the reactants Br[CH2:2][CH2:3][CH2:4][CH2:5][CH2:6][CH2:7][CH2:8][CH2:9][CH2:10][CH2:11][CH2:12][OH:13].[CH:14]1[C:19]([OH:20])=[CH:18][CH:17]=[C:16]([CH3:21])[CH:15]=1.[OH-].[K+].O, predict the reaction product. (4) Given the reactants [O:1]=[C:2]1[NH:3][C:4]2[C:9](/[C:10]/1=[CH:11]\[C:12]1[O:16][C:15]([C:17]3[CH:18]=[C:19]([NH:23]C(=O)OC(C)(C)C)[CH:20]=[CH:21][CH:22]=3)=[CH:14][CH:13]=1)=[CH:8][CH:7]=[CH:6][CH:5]=2, predict the reaction product. The product is: [NH2:23][C:19]1[CH:18]=[C:17]([C:15]2[O:16][C:12](/[CH:11]=[C:10]3/[C:2](=[O:1])[NH:3][C:4]4[C:9]/3=[CH:8][CH:7]=[CH:6][CH:5]=4)=[CH:13][CH:14]=2)[CH:22]=[CH:21][CH:20]=1. (5) The product is: [CH2:37]([O:36][C:35](=[O:39])[NH:1][C:2]1[CH:3]=[CH:4][C:5]2[C:6]3[C:11](=[C:10]([C:19](=[O:20])[NH2:21])[CH:9]=[C:8]([C:22]4[C:23]([CH3:28])=[N:24][O:25][C:26]=4[CH3:27])[CH:7]=3)[N:12]([CH2:15][CH:16]3[CH2:18][CH2:17]3)[C:13]=2[CH:14]=1)[CH3:38]. Given the reactants [NH2:1][C:2]1[CH:14]=[C:13]2[C:5]([C:6]3[CH:7]=[C:8]([C:22]4[C:23]([CH3:28])=[N:24][O:25][C:26]=4[CH3:27])[CH:9]=[C:10]([C:19]([NH2:21])=[O:20])[C:11]=3[N:12]2[CH2:15][CH:16]2[CH2:18][CH2:17]2)=[CH:4][CH:3]=1.N1C=CC=CC=1.[C:35](Cl)(=[O:39])[O:36][CH2:37][CH3:38], predict the reaction product. (6) Given the reactants [C:1]1([CH2:9][OH:10])[C:2]([CH2:7][OH:8])=[CH:3][CH:4]=[CH:5][CH:6]=1.[H-].[Na+].I[CH3:14].Cl, predict the reaction product. The product is: [CH3:14][O:8][CH2:7][C:2]1[CH:3]=[CH:4][CH:5]=[CH:6][C:1]=1[CH2:9][OH:10]. (7) The product is: [ClH:1].[Cl:1][C:2]1[C:7]2[O:8][C:9]3[CH2:14][CH2:13][NH:12][CH2:11][C:10]=3[C:6]=2[CH:5]=[C:4]([CH:22]([C:23]2[CH:28]=[CH:27][CH:26]=[CH:25][CH:24]=2)[OH:29])[CH:3]=1. Given the reactants [Cl:1][C:2]1[C:7]2[O:8][C:9]3[CH2:14][CH2:13][N:12](C(OC(C)(C)C)=O)[CH2:11][C:10]=3[C:6]=2[CH:5]=[C:4]([CH:22]([OH:29])[C:23]2[CH:28]=[CH:27][CH:26]=[CH:25][CH:24]=2)[CH:3]=1.FC(F)(F)C(O)=O, predict the reaction product. (8) Given the reactants ClCI.[CH2:4]=[C:5]1[CH2:9][C@@H:8]([C:10]([O:12][CH3:13])=[O:11])[C@H:7]([C:14]2[CH:19]=[CH:18][CH:17]=[CH:16][CH:15]=2)[CH2:6]1.[Zn](CC)[CH2:21]C, predict the reaction product. The product is: [C:14]1([C@@H:7]2[CH2:6][C:5]3([CH2:21][CH2:4]3)[CH2:9][C@H:8]2[C:10]([O:12][CH3:13])=[O:11])[CH:15]=[CH:16][CH:17]=[CH:18][CH:19]=1.